From a dataset of NCI-60 drug combinations with 297,098 pairs across 59 cell lines. Regression. Given two drug SMILES strings and cell line genomic features, predict the synergy score measuring deviation from expected non-interaction effect. (1) Cell line: TK-10. Synergy scores: CSS=33.7, Synergy_ZIP=-1.88, Synergy_Bliss=0.296, Synergy_Loewe=-22.4, Synergy_HSA=1.87. Drug 1: C1=NC2=C(N1)C(=S)N=CN2. Drug 2: C1CN(CCN1C(=O)CCBr)C(=O)CCBr. (2) Drug 1: CC1=C(C=C(C=C1)NC2=NC=CC(=N2)N(C)C3=CC4=NN(C(=C4C=C3)C)C)S(=O)(=O)N.Cl. Drug 2: C1CN(P(=O)(OC1)NCCCl)CCCl. Synergy scores: CSS=-10.7, Synergy_ZIP=4.08, Synergy_Bliss=-6.55, Synergy_Loewe=-13.5, Synergy_HSA=-14.3. Cell line: COLO 205. (3) Drug 1: CCC1(CC2CC(C3=C(CCN(C2)C1)C4=CC=CC=C4N3)(C5=C(C=C6C(=C5)C78CCN9C7C(C=CC9)(C(C(C8N6C)(C(=O)OC)O)OC(=O)C)CC)OC)C(=O)OC)O.OS(=O)(=O)O. Drug 2: C#CCC(CC1=CN=C2C(=N1)C(=NC(=N2)N)N)C3=CC=C(C=C3)C(=O)NC(CCC(=O)O)C(=O)O. Cell line: TK-10. Synergy scores: CSS=-0.501, Synergy_ZIP=0.682, Synergy_Bliss=-0.238, Synergy_Loewe=0.223, Synergy_HSA=-1.48.